Dataset: Forward reaction prediction with 1.9M reactions from USPTO patents (1976-2016). Task: Predict the product of the given reaction. (1) Given the reactants [CH:1]([S:4]([C:7]1[CH:8]=[C:9]([CH:12]=[C:13]([C:15]([CH3:17])=[CH2:16])[CH:14]=1)[C:10]#[N:11])(=[O:6])=[O:5])([CH3:3])[CH3:2].C(CC(N)=O)(C)=C, predict the reaction product. The product is: [CH:15]([C:13]1[CH:12]=[C:9]([CH2:10][NH2:11])[CH:8]=[C:7]([S:4]([CH:1]([CH3:3])[CH3:2])(=[O:6])=[O:5])[CH:14]=1)([CH3:17])[CH3:16]. (2) The product is: [CH:1]1[C:10]2[C:5](=[CH:6][CH:7]=[CH:8][CH:9]=2)[CH:4]=[CH:3][C:2]=1[C:11]([NH:13][C:14]1[CH:15]=[CH:16][C:17]([CH2:18][C:19]2[C:27]3[C:22](=[CH:23][CH:24]=[CH:25][CH:26]=3)[N:21]([CH2:28][C:29]([OH:31])=[O:30])[C:20]=2[CH2:34][CH3:35])=[CH:36][CH:37]=1)=[O:12]. Given the reactants [CH:1]1[C:10]2[C:5](=[CH:6][CH:7]=[CH:8][CH:9]=2)[CH:4]=[CH:3][C:2]=1[C:11]([NH:13][C:14]1[CH:37]=[CH:36][C:17]([CH2:18][C:19]2[C:27]3[C:22](=[CH:23][CH:24]=[CH:25][CH:26]=3)[N:21]([CH2:28][C:29]([O:31]CC)=[O:30])[C:20]=2[CH2:34][CH3:35])=[CH:16][CH:15]=1)=[O:12].O.[OH-].[Li+].O1CCCC1.Cl, predict the reaction product.